This data is from Full USPTO retrosynthesis dataset with 1.9M reactions from patents (1976-2016). The task is: Predict the reactants needed to synthesize the given product. (1) Given the product [C:14]([NH:18][C:3](=[O:13])[C:4]1[CH:9]=[C:8]([Cl:10])[CH:7]=[C:6]([Cl:11])[C:5]=1[NH2:12])([CH3:17])([CH3:16])[CH3:15], predict the reactants needed to synthesize it. The reactants are: CO[C:3](=[O:13])[C:4]1[CH:9]=[C:8]([Cl:10])[CH:7]=[C:6]([Cl:11])[C:5]=1[NH2:12].[C:14]([NH2:18])([CH3:17])([CH3:16])[CH3:15]. (2) Given the product [CH3:1][C:2]1[C:3]([CH:13]=[O:14])=[CH:4][N:5]([S:39]([C:35]2[CH:34]=[N:33][CH:38]=[CH:37][CH:36]=2)(=[O:41])=[O:40])[C:6]=1[C:7]1[CH:12]=[CH:11][CH:10]=[CH:9][CH:8]=1, predict the reactants needed to synthesize it. The reactants are: [CH3:1][C:2]1[C:3]([CH:13]=[O:14])=[CH:4][NH:5][C:6]=1[C:7]1[CH:12]=[CH:11][CH:10]=[CH:9][CH:8]=1.[H-].[Na+].C1OCCOCCOCCOCCOC1.Cl.[N:33]1[CH:38]=[CH:37][CH:36]=[C:35]([S:39](Cl)(=[O:41])=[O:40])[CH:34]=1. (3) Given the product [O:9]([CH2:16][CH2:17][CH2:18][C@@H:19]1[CH2:24][CH2:23][C@H:22]([CH2:25][NH:26][C:6]([C:4]2[CH:3]=[N:2][NH:1][CH:5]=2)=[O:8])[CH2:21][CH2:20]1)[C:10]1[CH:15]=[CH:14][CH:13]=[CH:12][CH:11]=1, predict the reactants needed to synthesize it. The reactants are: [NH:1]1[CH:5]=[C:4]([C:6]([OH:8])=O)[CH:3]=[N:2]1.[O:9]([CH2:16][CH2:17][CH2:18][C@@H:19]1[CH2:24][CH2:23][C@H:22]([CH2:25][NH2:26])[CH2:21][CH2:20]1)[C:10]1[CH:15]=[CH:14][CH:13]=[CH:12][CH:11]=1. (4) Given the product [Cl:1][C:2]1[C:7]([O:8][CH3:11])=[CH:6][CH:5]=[CH:4][N:3]=1, predict the reactants needed to synthesize it. The reactants are: [Cl:1][C:2]1[C:7]([OH:8])=[CH:6][CH:5]=[CH:4][N:3]=1.IC.[C:11]([O-])([O-])=O.[K+].[K+].CN(C=O)C. (5) Given the product [CH3:10][O:11][C:12]1[CH:13]=[C:14]([NH:15][C:2]2[N:7]=[C:6]([NH:15][C:14]3[CH:16]=[CH:17][C:18]([O:19][CH3:20])=[C:12]([O:11][CH3:10])[CH:13]=3)[C:5]([F:9])=[CH:4][N:3]=2)[CH:16]=[CH:17][C:18]=1[O:19][CH3:20], predict the reactants needed to synthesize it. The reactants are: Cl[C:2]1[N:7]=[C:6](Cl)[C:5]([F:9])=[CH:4][N:3]=1.[CH3:10][O:11][C:12]1[CH:13]=[C:14]([CH:16]=[CH:17][C:18]=1[O:19][CH3:20])[NH2:15]. (6) Given the product [Br:14][C:10]1[CH:11]=[C:12]2[C:7](=[CH:8][CH:9]=1)[CH2:6][C:5]([CH2:4][CH2:3][OH:2])=[CH:13]2, predict the reactants needed to synthesize it. The reactants are: C[O:2][C:3](=O)[CH2:4][C:5]1[CH2:6][C:7]2[C:12]([CH:13]=1)=[CH:11][C:10]([Br:14])=[CH:9][CH:8]=2.[H-].[Al+3].[Li+].[H-].[H-].[H-].S([O-])([O-])(=O)=O.[Na+].[Na+]. (7) The reactants are: CC(C[AlH]CC(C)C)C.C[O:11][C:12](=O)[C:13]1[CH:18]=[CH:17][CH:16]=[C:15]([O:19][CH:20]([C:24]2[CH:25]=[N:26][C:27]([C:33]3[C:38]([CH2:39][CH3:40])=[CH:37][CH:36]=[CH:35][C:34]=3[CH2:41][CH3:42])=[CH:28][C:29]=2[O:30][CH2:31][CH3:32])[CH2:21][CH2:22][CH3:23])[CH:14]=1.[O-]S([O-])(=O)=O.[Na+].[Na+].O. Given the product [CH2:41]([C:34]1[CH:35]=[CH:36][CH:37]=[C:38]([CH2:39][CH3:40])[C:33]=1[C:27]1[N:26]=[CH:25][C:24]([CH:20]([O:19][C:15]2[CH:14]=[C:13]([CH2:12][OH:11])[CH:18]=[CH:17][CH:16]=2)[CH2:21][CH2:22][CH3:23])=[C:29]([O:30][CH2:31][CH3:32])[CH:28]=1)[CH3:42], predict the reactants needed to synthesize it.